Dataset: NCI-60 drug combinations with 297,098 pairs across 59 cell lines. Task: Regression. Given two drug SMILES strings and cell line genomic features, predict the synergy score measuring deviation from expected non-interaction effect. (1) Drug 1: C1CC(=O)NC(=O)C1N2CC3=C(C2=O)C=CC=C3N. Drug 2: CC12CCC3C(C1CCC2OP(=O)(O)O)CCC4=C3C=CC(=C4)OC(=O)N(CCCl)CCCl.[Na+]. Cell line: HCT116. Synergy scores: CSS=4.90, Synergy_ZIP=-0.191, Synergy_Bliss=-7.98, Synergy_Loewe=-7.08, Synergy_HSA=-7.04. (2) Drug 1: CC1=C2C(C(=O)C3(C(CC4C(C3C(C(C2(C)C)(CC1OC(=O)C(C(C5=CC=CC=C5)NC(=O)OC(C)(C)C)O)O)OC(=O)C6=CC=CC=C6)(CO4)OC(=O)C)OC)C)OC. Drug 2: C1=CC=C(C(=C1)C(C2=CC=C(C=C2)Cl)C(Cl)Cl)Cl. Cell line: KM12. Synergy scores: CSS=59.6, Synergy_ZIP=14.7, Synergy_Bliss=13.5, Synergy_Loewe=2.23, Synergy_HSA=14.4. (3) Drug 1: CN1CCC(CC1)COC2=C(C=C3C(=C2)N=CN=C3NC4=C(C=C(C=C4)Br)F)OC. Drug 2: CC1=C(C(CCC1)(C)C)C=CC(=CC=CC(=CC(=O)O)C)C. Cell line: UACC-257. Synergy scores: CSS=1.87, Synergy_ZIP=-0.778, Synergy_Bliss=-0.301, Synergy_Loewe=-2.32, Synergy_HSA=-2.30. (4) Drug 1: COC1=CC(=CC(=C1O)OC)C2C3C(COC3=O)C(C4=CC5=C(C=C24)OCO5)OC6C(C(C7C(O6)COC(O7)C8=CC=CS8)O)O. Drug 2: CN(CCCl)CCCl.Cl. Cell line: SN12C. Synergy scores: CSS=42.1, Synergy_ZIP=-5.26, Synergy_Bliss=0.576, Synergy_Loewe=-13.1, Synergy_HSA=3.10. (5) Drug 1: C1CCN(CC1)CCOC2=CC=C(C=C2)C(=O)C3=C(SC4=C3C=CC(=C4)O)C5=CC=C(C=C5)O. Drug 2: CC(C)CN1C=NC2=C1C3=CC=CC=C3N=C2N. Cell line: MCF7. Synergy scores: CSS=2.94, Synergy_ZIP=0.679, Synergy_Bliss=6.61, Synergy_Loewe=-2.44, Synergy_HSA=-0.459. (6) Drug 1: C1C(C(OC1N2C=C(C(=O)NC2=O)F)CO)O. Drug 2: C(=O)(N)NO. Cell line: NCI/ADR-RES. Synergy scores: CSS=-2.33, Synergy_ZIP=0.281, Synergy_Bliss=-2.43, Synergy_Loewe=-2.22, Synergy_HSA=-4.28.